Dataset: Reaction yield outcomes from USPTO patents with 853,638 reactions. Task: Predict the reaction yield, written as a fraction of the theoretical maximum amount of product (1.0 means a 100% yield; for example, 0.34 means a 34% yield). (1) The reactants are [CH:1]1([C:4]2[CH:8]=[C:7]([C:9]([O:11][CH2:12][CH3:13])=[O:10])[NH:6][N:5]=2)[CH2:3][CH2:2]1.[Cl:14][C:15]1[CH:22]=[C:21]([C:23]([F:26])([F:25])[F:24])[CH:20]=[CH:19][C:16]=1[CH2:17]Cl.C(=O)([O-])[O-].[K+].[K+]. The catalyst is CN(C)C=O. The product is [Cl:14][C:15]1[CH:22]=[C:21]([C:23]([F:24])([F:25])[F:26])[CH:20]=[CH:19][C:16]=1[CH2:17][N:6]1[C:7]([C:9]([O:11][CH2:12][CH3:13])=[O:10])=[CH:8][C:4]([CH:1]2[CH2:2][CH2:3]2)=[N:5]1. The yield is 0.560. (2) The reactants are [CH2:1]([C:3](=[CH:6][CH2:7][C:8]1[C:9]([O:21][CH2:22][CH2:23][Si:24]([CH3:27])([CH3:26])[CH3:25])=[C:10]2[C:14](=[C:15]([CH3:19])[C:16]=1[O:17][CH3:18])[CH2:13][O:12][C:11]2=[O:20])[CH:4]=[O:5])[CH3:2].[Li+].[BH4-]. The catalyst is CO.C1COCC1. The product is [OH:5][CH2:4][C:3]([CH2:1][CH3:2])=[CH:6][CH2:7][C:8]1[C:9]([O:21][CH2:22][CH2:23][Si:24]([CH3:25])([CH3:27])[CH3:26])=[C:10]2[C:14]([CH2:13][O:12][C:11]2=[O:20])=[C:15]([CH3:19])[C:16]=1[O:17][CH3:18]. The yield is 0.730. (3) The reactants are [I:1][C:2]1[CH:7]=[CH:6][C:5]([C:8]2([OH:18])[CH2:17][CH2:16][C:11]3(OCC[O:12]3)[CH2:10][CH2:9]2)=[CH:4][CH:3]=1.Cl.[OH-].[Na+]. The catalyst is CC(C)=O. The product is [OH:18][C:8]1([C:5]2[CH:4]=[CH:3][C:2]([I:1])=[CH:7][CH:6]=2)[CH2:9][CH2:10][C:11](=[O:12])[CH2:16][CH2:17]1. The yield is 0.980. (4) The yield is 0.570. The catalyst is O1CCOCC1.O. The reactants are [Br:1][C:2]1[CH:3]=[N:4][C:5](Cl)=[N:6][CH:7]=1.[NH:9]1[CH2:14][CH2:13][CH:12]([C:15]([NH2:17])=[O:16])[CH2:11][CH2:10]1. The product is [Br:1][C:2]1[CH:3]=[N:4][C:5]([N:9]2[CH2:14][CH2:13][CH:12]([C:15]([NH2:17])=[O:16])[CH2:11][CH2:10]2)=[N:6][CH:7]=1. (5) The reactants are [OH:1][C:2]1[CH:7]=[C:6]([Cl:8])[N:5]=[N:4][C:3]=1Cl.[CH:10]1([C:13]2[CH:18]=[CH:17][CH:16]=[C:15]([CH3:19])[C:14]=2[OH:20])[CH2:12][CH2:11]1.C(N(CCC)C1C=CC=CC=1)CC.[OH-].[K+].Cl. The catalyst is CO. The product is [Cl:8][C:6]1[N:5]=[N:4][C:3]([O:20][C:14]2[C:15]([CH3:19])=[CH:16][CH:17]=[CH:18][C:13]=2[CH:10]2[CH2:11][CH2:12]2)=[C:2]([OH:1])[CH:7]=1. The yield is 0.460.